Dataset: Full USPTO retrosynthesis dataset with 1.9M reactions from patents (1976-2016). Task: Predict the reactants needed to synthesize the given product. (1) Given the product [CH2:1]([O:8][C:9]1[CH:10]=[C:11]2[C:15](=[CH:16][CH:17]=1)[N:14]([CH3:20])[CH:13]=[CH:12]2)[C:2]1[CH:3]=[CH:4][CH:5]=[CH:6][CH:7]=1, predict the reactants needed to synthesize it. The reactants are: [CH2:1]([O:8][C:9]1[CH:10]=[C:11]2[C:15](=[CH:16][CH:17]=1)[NH:14][CH:13]=[CH:12]2)[C:2]1[CH:7]=[CH:6][CH:5]=[CH:4][CH:3]=1.[H-].[Na+].[CH3:20]I. (2) The reactants are: [CH:1]1([N:6]2[C:11]3[N:12]=[C:13]([S:16][CH3:17])[N:14]=[CH:15][C:10]=3[CH:9]=[CH:8][C:7]2=[O:18])[CH2:5][CH2:4][CH2:3][CH2:2]1.C1C(=O)N([Br:26])C(=O)C1.O. Given the product [Br:26][C:8]1[C:7](=[O:18])[N:6]([CH:1]2[CH2:2][CH2:3][CH2:4][CH2:5]2)[C:11]2[N:12]=[C:13]([S:16][CH3:17])[N:14]=[CH:15][C:10]=2[CH:9]=1, predict the reactants needed to synthesize it. (3) Given the product [CH:1]([C:4]1[CH:9]=[CH:8][CH:7]=[CH:6][C:5]=1[C:14]1[CH:21]=[CH:20][CH:19]=[CH:18][C:15]=1[CH2:16][OH:17])([CH3:3])[CH3:2], predict the reactants needed to synthesize it. The reactants are: [CH:1]([C:4]1[CH:9]=[CH:8][CH:7]=[CH:6][C:5]=1B(O)O)([CH3:3])[CH3:2].Br[C:14]1[CH:21]=[CH:20][CH:19]=[CH:18][C:15]=1[CH2:16][OH:17].[O-]P([O-])([O-])=O.[K+].[K+].[K+].CN(C=O)C. (4) Given the product [CH3:19][O:15][C:14]([CH:10]1[CH2:11][CH2:12][CH2:13][CH:8]([C:6](=[O:7])[C:5]2[CH:4]=[CH:3][C:2]([Br:1])=[CH:18][CH:17]=2)[CH2:9]1)=[O:16], predict the reactants needed to synthesize it. The reactants are: [Br:1][C:2]1[CH:18]=[CH:17][C:5]([C:6]([C@H:8]2[CH2:13][CH2:12][CH2:11][C@H:10]([C:14]([OH:16])=[O:15])[CH2:9]2)=[O:7])=[CH:4][CH:3]=1.[CH3:19]OC(OC)(C)C.